Dataset: Reaction yield outcomes from USPTO patents with 853,638 reactions. Task: Predict the reaction yield, written as a fraction of the theoretical maximum amount of product (1.0 means a 100% yield; for example, 0.34 means a 34% yield). (1) The reactants are [N+:1]([C:4]1[C:13]2[NH:12][C:11](=[O:14])[CH2:10][O:9][C:8]=2[CH:7]=[CH:6][CH:5]=1)([O-])=O. The catalyst is [Pd].O1CCCC1. The product is [NH2:1][C:4]1[C:13]2[NH:12][C:11](=[O:14])[CH2:10][O:9][C:8]=2[CH:7]=[CH:6][CH:5]=1. The yield is 1.00. (2) The reactants are [Cl:1][C:2]1[N:11]=[C:10]([CH3:12])[C:9]2[NH:8][CH2:7][CH:6]3[CH2:13][O:14][CH2:15][CH2:16][N:5]3[C:4]=2[N:3]=1.[CH3:17][C:18]([CH3:21])([O-])[CH3:19].[Na+].BrCC1CC1. The catalyst is CS(C)=O. The product is [Cl:1][C:2]1[N:11]=[C:10]([CH3:12])[C:9]2[N:8]([CH2:17][CH:18]3[CH2:21][CH2:19]3)[CH2:7][CH:6]3[CH2:13][O:14][CH2:15][CH2:16][N:5]3[C:4]=2[N:3]=1. The yield is 0.180. (3) The reactants are [Br:1][C:2]1[CH:17]=[C:16]([C:18]([F:21])([F:20])[F:19])[CH:15]=[CH:14][C:3]=1[O:4][C@@H:5]([CH3:13])[CH2:6][CH2:7][O:8]S(C)(=O)=O.[CH3:22][O:23][C:24](=[O:35])[CH2:25][CH2:26][C:27]1[CH:32]=[CH:31][C:30](O)=[CH:29][C:28]=1[CH3:34]. No catalyst specified. The product is [CH3:22][O:23][C:24](=[O:35])[CH2:25][CH2:26][C:27]1[CH:32]=[CH:31][C:30]([O:8][CH2:7][CH2:6][C@@H:5]([O:4][C:3]2[CH:14]=[CH:15][C:16]([C:18]([F:21])([F:20])[F:19])=[CH:17][C:2]=2[Br:1])[CH3:13])=[CH:29][C:28]=1[CH3:34]. The yield is 0.610. (4) The reactants are [CH:1]1([C:8]2[CH:17]=[CH:16][C:11]3[NH:12][C:13](=[O:15])[O:14][C:10]=3[CH:9]=2)[CH2:6][CH2:5][C:4](=O)[CH2:3][CH2:2]1.[C:18]1([CH2:24][CH2:25][CH2:26][NH2:27])[CH:23]=[CH:22][CH:21]=[CH:20][CH:19]=1.[BH4-].[Na+]. The catalyst is CC(O)C. The product is [C:18]1([CH2:24][CH2:25][CH2:26][NH:27][C@H:4]2[CH2:5][CH2:6][C@H:1]([C:8]3[CH:17]=[CH:16][C:11]4[NH:12][C:13](=[O:15])[O:14][C:10]=4[CH:9]=3)[CH2:2][CH2:3]2)[CH:23]=[CH:22][CH:21]=[CH:20][CH:19]=1. The yield is 0.420. (5) The reactants are [Cl:1][C:2]1[CH:3]=[C:4]2[C:12](=[CH:13][CH:14]=1)[NH:11][C:10]1[C:9](=O)[CH2:8][CH2:7][CH2:6][C:5]2=1.C([O-])(=O)C.[NH4+].C([BH3-])#[N:22].[Na+].Cl. The catalyst is CO. The product is [Cl:1][C:2]1[CH:3]=[C:4]2[C:12](=[CH:13][CH:14]=1)[NH:11][C:10]1[CH:9]([NH2:22])[CH2:8][CH2:7][CH2:6][C:5]2=1. The yield is 0.520.